This data is from CYP1A2 inhibition data for predicting drug metabolism from PubChem BioAssay. The task is: Regression/Classification. Given a drug SMILES string, predict its absorption, distribution, metabolism, or excretion properties. Task type varies by dataset: regression for continuous measurements (e.g., permeability, clearance, half-life) or binary classification for categorical outcomes (e.g., BBB penetration, CYP inhibition). Dataset: cyp1a2_veith. (1) The drug is CSc1ccc(NC(=O)[C@H]2CCCC[C@@H]2C(=O)O)cc1. The result is 0 (non-inhibitor). (2) The drug is Cc1ccccc1C(=O)Nc1ccccc1-c1nnn(CC(=O)Nc2ccc3c(c2)OCCO3)n1. The result is 0 (non-inhibitor). (3) The molecule is CO/N=C(\C)CCN1CCCCc2nc(C)c(C)cc21. The result is 0 (non-inhibitor). (4) The compound is COC(=O)CCC(NC(=O)OCc1ccccc1)C(=O)NC(CC(C)C)C(=O)OC. The result is 0 (non-inhibitor). (5) The molecule is Clc1ccc2ncc(-c3nnnn3-c3ccccc3)c(-c3ccccc3)c2c1. The result is 1 (inhibitor).